Dataset: NCI-60 drug combinations with 297,098 pairs across 59 cell lines. Task: Regression. Given two drug SMILES strings and cell line genomic features, predict the synergy score measuring deviation from expected non-interaction effect. (1) Drug 1: CNC(=O)C1=CC=CC=C1SC2=CC3=C(C=C2)C(=NN3)C=CC4=CC=CC=N4. Drug 2: C1=NC(=NC(=O)N1C2C(C(C(O2)CO)O)O)N. Cell line: MDA-MB-435. Synergy scores: CSS=1.90, Synergy_ZIP=1.51, Synergy_Bliss=6.83, Synergy_Loewe=1.87, Synergy_HSA=2.35. (2) Drug 1: C1C(C(OC1N2C=C(C(=O)NC2=O)F)CO)O. Drug 2: CCC1(CC2CC(C3=C(CCN(C2)C1)C4=CC=CC=C4N3)(C5=C(C=C6C(=C5)C78CCN9C7C(C=CC9)(C(C(C8N6C)(C(=O)OC)O)OC(=O)C)CC)OC)C(=O)OC)O.OS(=O)(=O)O. Cell line: UO-31. Synergy scores: CSS=21.5, Synergy_ZIP=-9.83, Synergy_Bliss=-0.835, Synergy_Loewe=-13.5, Synergy_HSA=-0.964. (3) Drug 2: C1=NNC2=C1C(=O)NC=N2. Drug 1: CN(CC1=CN=C2C(=N1)C(=NC(=N2)N)N)C3=CC=C(C=C3)C(=O)NC(CCC(=O)O)C(=O)O. Cell line: BT-549. Synergy scores: CSS=25.5, Synergy_ZIP=0.387, Synergy_Bliss=-1.39, Synergy_Loewe=-1.01, Synergy_HSA=-0.944. (4) Drug 1: CC12CCC(CC1=CCC3C2CCC4(C3CC=C4C5=CN=CC=C5)C)O. Drug 2: C1=CC=C(C=C1)NC(=O)CCCCCCC(=O)NO. Cell line: SNB-19. Synergy scores: CSS=6.31, Synergy_ZIP=0.184, Synergy_Bliss=1.68, Synergy_Loewe=1.39, Synergy_HSA=1.11. (5) Drug 1: CC12CCC(CC1=CCC3C2CCC4(C3CC=C4C5=CN=CC=C5)C)O. Drug 2: CC(C1=C(C=CC(=C1Cl)F)Cl)OC2=C(N=CC(=C2)C3=CN(N=C3)C4CCNCC4)N. Cell line: LOX IMVI. Synergy scores: CSS=39.3, Synergy_ZIP=4.48, Synergy_Bliss=6.27, Synergy_Loewe=8.58, Synergy_HSA=8.93. (6) Drug 1: C1=C(C(=O)NC(=O)N1)F. Drug 2: C1=CC(=CC=C1CC(C(=O)O)N)N(CCCl)CCCl.Cl. Cell line: RPMI-8226. Synergy scores: CSS=66.7, Synergy_ZIP=-11.0, Synergy_Bliss=-24.6, Synergy_Loewe=-24.6, Synergy_HSA=-21.8. (7) Drug 1: C1=NC2=C(N=C(N=C2N1C3C(C(C(O3)CO)O)F)Cl)N. Drug 2: CCN(CC)CCCC(C)NC1=C2C=C(C=CC2=NC3=C1C=CC(=C3)Cl)OC. Cell line: MCF7. Synergy scores: CSS=10.0, Synergy_ZIP=-5.62, Synergy_Bliss=2.15, Synergy_Loewe=0.719, Synergy_HSA=2.08. (8) Drug 1: C1C(C(OC1N2C=NC3=C2NC=NCC3O)CO)O. Drug 2: N.N.Cl[Pt+2]Cl. Cell line: TK-10. Synergy scores: CSS=8.43, Synergy_ZIP=2.70, Synergy_Bliss=12.6, Synergy_Loewe=-2.41, Synergy_HSA=-0.160.